From a dataset of Full USPTO retrosynthesis dataset with 1.9M reactions from patents (1976-2016). Predict the reactants needed to synthesize the given product. (1) Given the product [CH3:31][O:32][C:33](=[O:45])[CH2:34][CH2:35][C:36]#[C:37][C:38]1[CH:43]=[CH:42][C:41]([CH2:4][CH2:3][CH2:2][CH2:1][N:5]2[C:13](=[O:14])[C:12]3[C:7](=[CH:8][CH:9]=[CH:10][CH:11]=3)[C:6]2=[O:15])=[CH:40][N:39]=1, predict the reactants needed to synthesize it. The reactants are: [CH2:1]([N:5]1[C:13](=[O:14])[C:12]2[C:7](=[CH:8][CH:9]=[CH:10][CH:11]=2)[C:6]1=[O:15])[CH2:2][CH:3]=[CH2:4].B1C2CCCC1CCC2.C(=O)([O-])[O-].[K+].[K+].[CH3:31][O:32][C:33](=[O:45])[CH2:34][CH2:35][C:36]#[C:37][C:38]1[CH:43]=[CH:42][C:41](Br)=[CH:40][N:39]=1. (2) Given the product [Cl:3][C:4]1[N:5]=[C:6]([CH:9]([C:17]2[NH:18][C:19]([C:30]3[CH:31]=[CH:32][CH:33]=[CH:34][CH:35]=3)=[C:20]3[C:25](=[O:26])[N:24]([CH3:27])[C:23](=[O:28])[N:22]([CH3:29])[C:21]=23)[C:10]([CH3:16])([CH3:15])[CH2:11][OH:12])[S:7][CH:8]=1, predict the reactants needed to synthesize it. The reactants are: [BH4-].[Na+].[Cl:3][C:4]1[N:5]=[C:6]([CH:9]([C:17]2[NH:18][C:19]([C:30]3[CH:35]=[CH:34][CH:33]=[CH:32][CH:31]=3)=[C:20]3[C:25](=[O:26])[N:24]([CH3:27])[C:23](=[O:28])[N:22]([CH3:29])[C:21]=23)[C:10]([CH3:16])([CH3:15])[C:11](OC)=[O:12])[S:7][CH:8]=1.[Cl-].[Li+]. (3) Given the product [CH3:19][O:20][C:21]1[CH:26]=[C:25]([O:27][CH3:28])[N:24]=[C:23]([N:29]2[C:38](=[O:39])[C:37]3[C:32](=[CH:33][C:34]([C:40]([NH:51][CH2:50][C:47]4[CH:48]=[CH:49][N:44]=[CH:45][CH:46]=4)=[O:41])=[CH:35][CH:36]=3)[NH:31][C:30]2=[S:43])[N:22]=1, predict the reactants needed to synthesize it. The reactants are: C1CCC(N=C=NC2CCCCC2)CC1.C(Cl)Cl.[CH3:19][O:20][C:21]1[CH:26]=[C:25]([O:27][CH3:28])[N:24]=[C:23]([N:29]2[C:38](=[O:39])[C:37]3[C:32](=[CH:33][C:34]([C:40](O)=[O:41])=[CH:35][CH:36]=3)[NH:31][C:30]2=[S:43])[N:22]=1.[N:44]1[CH:49]=[CH:48][C:47]([CH2:50][NH2:51])=[CH:46][CH:45]=1. (4) Given the product [F:28][C:26]([F:27])([F:29])[C:25]([NH:24][CH2:23][C:22]1[CH:31]=[C:32]([CH:34]2[CH2:35][CH2:36][N:37]([C:15]([C:7]3[C:6]4[C:10](=[C:2]([CH3:1])[CH:3]=[CH:4][CH:5]=4)[N:9]([CH2:11][CH2:12][O:13][CH3:14])[CH:8]=3)=[O:17])[CH2:38][CH2:39]2)[CH:33]=[C:20]([F:19])[CH:21]=1)=[O:30], predict the reactants needed to synthesize it. The reactants are: [CH3:1][C:2]1[CH:3]=[CH:4][CH:5]=[C:6]2[C:10]=1[N:9]([CH2:11][CH2:12][O:13][CH3:14])[CH:8]=[C:7]2[C:15]([OH:17])=O.Cl.[F:19][C:20]1[CH:21]=[C:22]([CH:31]=[C:32]([CH:34]2[CH2:39][CH2:38][NH:37][CH2:36][CH2:35]2)[CH:33]=1)[CH2:23][NH:24][C:25](=[O:30])[C:26]([F:29])([F:28])[F:27]. (5) Given the product [F:31][C:3]1[C:2]([C:36]#[C:35][C:33]([OH:37])([CH3:34])[CH3:32])=[CH:30][C:6]2[C:7]3[N:8]([C:12]([C:18]4[N:22]([CH3:23])[N:21]=[C:20]([C:24]5[CH:29]=[CH:28][N:27]=[CH:26][CH:25]=5)[N:19]=4)=[C:13]([C:15]([NH2:17])=[O:16])[N:14]=3)[CH2:9][CH2:10][O:11][C:5]=2[CH:4]=1, predict the reactants needed to synthesize it. The reactants are: Br[C:2]1[C:3]([F:31])=[CH:4][C:5]2[O:11][CH2:10][CH2:9][N:8]3[C:12]([C:18]4[N:22]([CH3:23])[N:21]=[C:20]([C:24]5[CH:29]=[CH:28][N:27]=[CH:26][CH:25]=5)[N:19]=4)=[C:13]([C:15]([NH2:17])=[O:16])[N:14]=[C:7]3[C:6]=2[CH:30]=1.[CH3:32][C:33]([OH:37])([C:35]#[CH:36])[CH3:34]. (6) Given the product [CH3:1][O:2][C:3]1[CH:4]=[C:5]2[C:16](=[CH:17][CH:18]=1)[C:8]1([N:9]3[CH:19]=[N:15][CH2:14][CH:10]3[CH2:11][CH2:12][CH2:13]1)[CH2:7][CH2:6]2, predict the reactants needed to synthesize it. The reactants are: [CH3:1][O:2][C:3]1[CH:4]=[C:5]2[C:16](=[CH:17][CH:18]=1)[C:8]1([CH2:13][CH2:12][CH2:11][CH:10]([CH2:14][NH2:15])[NH:9]1)[CH2:7][CH2:6]2.[CH3:19]OC(OC)N(C)C. (7) The reactants are: [C:1]([O:5][C:6]([N:8]1[CH2:38][CH2:37][C:11]2[N:12]=[C:13]([N:26]3[CH2:31][CH2:30][CH:29]([C:32]([O:34]CC)=[O:33])[CH2:28][CH2:27]3)[N:14]=[C:15]([NH:16][CH2:17][C:18]3[CH:23]=[CH:22][C:21]([F:24])=[CH:20][C:19]=3[Cl:25])[C:10]=2[CH2:9]1)=[O:7])([CH3:4])([CH3:3])[CH3:2].[OH-].[Na+].O. Given the product [C:1]([O:5][C:6]([N:8]1[CH2:38][CH2:37][C:11]2[N:12]=[C:13]([N:26]3[CH2:27][CH2:28][CH:29]([C:32]([OH:34])=[O:33])[CH2:30][CH2:31]3)[N:14]=[C:15]([NH:16][CH2:17][C:18]3[CH:23]=[CH:22][C:21]([F:24])=[CH:20][C:19]=3[Cl:25])[C:10]=2[CH2:9]1)=[O:7])([CH3:4])([CH3:2])[CH3:3], predict the reactants needed to synthesize it. (8) Given the product [CH2:50]([O:57][C:58]([NH:60][C@@H:61]([C:65]([CH3:68])([CH3:67])[CH3:66])[C:62]([N:30]1[CH2:31][C@:27]([O:26][CH3:25])([C:36]2[CH:41]=[CH:40][C:39]([C:42]3[CH:47]=[CH:46][CH:45]=[CH:44][C:43]=3[CH:48]=[CH2:49])=[CH:38][CH:37]=2)[CH2:28][C@H:29]1[C:32]([O:34][CH3:35])=[O:33])=[O:63])=[O:59])[CH2:51][CH2:52][CH2:53][CH2:54][CH:55]=[CH2:56], predict the reactants needed to synthesize it. The reactants are: CN(C(ON1N=NC2C=CC=NC1=2)=[N+](C)C)C.F[P-](F)(F)(F)(F)F.[CH3:25][O:26][C@:27]1([C:36]2[CH:41]=[CH:40][C:39]([C:42]3[CH:47]=[CH:46][CH:45]=[CH:44][C:43]=3[CH:48]=[CH2:49])=[CH:38][CH:37]=2)[CH2:31][NH:30][C@H:29]([C:32]([O:34][CH3:35])=[O:33])[CH2:28]1.[CH2:50]([O:57][C:58]([NH:60][C@@H:61]([C:65]([CH3:68])([CH3:67])[CH3:66])[C:62](O)=[O:63])=[O:59])[CH2:51][CH2:52][CH2:53][CH2:54][CH:55]=[CH2:56].CCN(C(C)C)C(C)C. (9) Given the product [F:7][C:8]1[C:13]([F:14])=[C:12]([O:15][CH2:16][CH2:17][CH3:18])[CH:11]=[CH:10][C:9]=1[C:19]1[CH:20]=[CH:21][C:22]([C:2]2[Se:3][CH:4]=[CH:5][CH:6]=2)=[CH:23][CH:24]=1, predict the reactants needed to synthesize it. The reactants are: Br[C:2]1[Se:3][CH:4]=[CH:5][CH:6]=1.[F:7][C:8]1[C:13]([F:14])=[C:12]([O:15][CH2:16][CH2:17][CH3:18])[CH:11]=[CH:10][C:9]=1[C:19]1[CH:24]=[CH:23][C:22](B(O)O)=[CH:21][CH:20]=1.C(=O)([O-])[O-].[Na+].[Na+].